From a dataset of Forward reaction prediction with 1.9M reactions from USPTO patents (1976-2016). Predict the product of the given reaction. (1) Given the reactants [C:1]([NH:9][C@H:10]([C:26]1[S:27][C:28]([C:31]2[CH:36]=[CH:35][CH:34]=[CH:33][CH:32]=2)=[N:29][N:30]=1)[CH2:11][CH2:12][CH2:13][CH2:14][NH:15]C(=O)OCC1C=CC=CC=1)(=[O:8])[C:2]1[CH:7]=[CH:6][CH:5]=[N:4][CH:3]=1, predict the reaction product. The product is: [NH2:15][CH2:14][CH2:13][CH2:12][CH2:11][C@H:10]([NH:9][C:1](=[O:8])[C:2]1[CH:7]=[CH:6][CH:5]=[N:4][CH:3]=1)[C:26]1[S:27][C:28]([C:31]2[CH:36]=[CH:35][CH:34]=[CH:33][CH:32]=2)=[N:29][N:30]=1. (2) Given the reactants [CH3:1][O:2][C:3]1[CH:10]=[C:9]([CH3:11])[C:8]([O:12][CH3:13])=[CH:7][C:4]=1[C:5]#[N:6].C1C(=O)N([Br:21])C(=O)C1, predict the reaction product. The product is: [Br:21][CH2:11][C:9]1[C:8]([O:12][CH3:13])=[CH:7][C:4]([C:5]#[N:6])=[C:3]([O:2][CH3:1])[CH:10]=1.